Predict the reactants needed to synthesize the given product. From a dataset of Full USPTO retrosynthesis dataset with 1.9M reactions from patents (1976-2016). (1) Given the product [F:1][C:2]1[CH:3]=[CH:4][C:5]([CH2:6][C:7]2[N:11]([CH2:12][C:13]([N:15]3[CH2:16][CH2:17][CH:18]([N:21]([CH3:22])[C:40](=[O:41])[CH:39]([CH3:43])[CH3:38])[CH2:19][CH2:20]3)=[O:14])[N:10]=[C:9]([C:23]3[CH:24]=[CH:25][N:26]=[CH:27][CH:28]=3)[CH:8]=2)=[CH:29][CH:30]=1, predict the reactants needed to synthesize it. The reactants are: [F:1][C:2]1[CH:30]=[CH:29][C:5]([CH2:6][C:7]2[N:11]([CH2:12][C:13]([N:15]3[CH2:20][CH2:19][CH:18]([NH:21][CH3:22])[CH2:17][CH2:16]3)=[O:14])[N:10]=[C:9]([C:23]3[CH:28]=[CH:27][N:26]=[CH:25][CH:24]=3)[CH:8]=2)=[CH:4][CH:3]=1.C(N(CC)CC)C.[CH3:38][CH:39]([CH3:43])[C:40](Cl)=[O:41]. (2) Given the product [CH3:28][S:27][C:23]1[N:24]=[C:25]([NH:1][CH2:2][CH:3]2[CH2:8][CH2:7][N:6]([C:9]([O:11][CH2:12][C:13]3[CH:14]=[CH:15][C:16]([CH3:19])=[CH:17][CH:18]=3)=[O:10])[CH2:5][CH2:4]2)[CH:26]=[CH:21][N:22]=1, predict the reactants needed to synthesize it. The reactants are: [NH2:1][CH2:2][CH:3]1[CH2:8][CH2:7][N:6]([C:9]([O:11][CH2:12][C:13]2[CH:18]=[CH:17][C:16]([CH3:19])=[CH:15][CH:14]=2)=[O:10])[CH2:5][CH2:4]1.Cl[C:21]1[CH:26]=[CH:25][N:24]=[C:23]([S:27][CH3:28])[N:22]=1. (3) Given the product [CH:25]1[C:26]2[C:31](=[CH:30][CH:29]=[CH:28][CH:27]=2)[CH:32]=[CH:33][C:24]=1[N:23]([C:17]1[CH:22]=[CH:21][CH:20]=[CH:19][CH:18]=1)[C:2]1[C:3]2[C:8]([C:9]([N:23]([C:24]3[CH:25]=[CH:26][C:38]4[C:35](=[CH:36][CH:29]=[CH:28][CH:27]=4)[CH:34]=3)[C:17]3[CH:22]=[CH:21][CH:20]=[CH:19][CH:18]=3)=[C:10]3[C:15]=1[CH:14]=[CH:13][CH:12]=[CH:11]3)=[CH:7][CH:6]=[CH:5][CH:4]=2, predict the reactants needed to synthesize it. The reactants are: Br[C:2]1[C:3]2[C:8]([C:9](Br)=[C:10]3[C:15]=1[CH:14]=[CH:13][CH:12]=[CH:11]3)=[CH:7][CH:6]=[CH:5][CH:4]=2.[C:17]1([NH:23][C:24]2[CH:33]=[CH:32][C:31]3[C:26](=[CH:27][CH:28]=[CH:29][CH:30]=3)[CH:25]=2)[CH:22]=[CH:21][CH:20]=[CH:19][CH:18]=1.[CH3:34][C:35]([CH3:38])([O-])[CH3:36].[Na+]. (4) Given the product [F:28][C:29]1[CH:34]=[CH:33][C:32]([C:35]2[C:36]([C:54]3[CH:55]=[CH:56][N:57]=[CH:58][CH:59]=3)=[C:37]([CH2:40][CH:41]3[CH2:46][CH2:45][NH:44][CH2:43][CH2:42]3)[NH:38][N:39]=2)=[CH:31][CH:30]=1, predict the reactants needed to synthesize it. The reactants are: O.FC1C=CC(C2NN=C(C(N3CCNCC3)=O)C=2C2C=CN=CC=2)=CC=1.[F:28][C:29]1[CH:34]=[CH:33][C:32]([C:35]2[NH:39][N:38]=[C:37]([CH2:40][CH:41]3[CH2:46][CH2:45][N:44](C(OC(C)(C)C)=O)[CH2:43][CH2:42]3)[C:36]=2[C:54]2[CH:59]=[CH:58][N:57]=[CH:56][CH:55]=2)=[CH:31][CH:30]=1. (5) Given the product [Br:1][C:2]1[C:3]([C@@H:9]([NH:10][S@:11]([C:13]([CH3:16])([CH3:15])[CH3:14])=[O:12])[CH2:21][C:20]2[CH:19]=[C:18]([F:17])[CH:26]=[C:25]([F:27])[CH:24]=2)=[N:4][C:5]([Br:8])=[CH:6][CH:7]=1, predict the reactants needed to synthesize it. The reactants are: [Br:1][C:2]1[C:3](/[CH:9]=[N:10]\[S@:11]([C:13]([CH3:16])([CH3:15])[CH3:14])=[O:12])=[N:4][C:5]([Br:8])=[CH:6][CH:7]=1.[F:17][C:18]1[CH:19]=[C:20]([CH:24]=[C:25]([F:27])[CH:26]=1)[CH2:21][Mg]Br. (6) Given the product [NH2:15][CH2:14][CH2:13][C:11]1[CH:10]=[CH:9][C:3]([C:4]([O:6][CH2:7][CH3:8])=[O:5])=[C:2]([Cl:1])[CH:12]=1, predict the reactants needed to synthesize it. The reactants are: [Cl:1][C:2]1[CH:12]=[C:11]([CH2:13][C:14]#[N:15])[CH:10]=[CH:9][C:3]=1[C:4]([O:6][CH2:7][CH3:8])=[O:5].N.[H][H].